Task: Predict the product of the given reaction.. Dataset: Forward reaction prediction with 1.9M reactions from USPTO patents (1976-2016) (1) Given the reactants [CH3:1][C@@H:2]1[N:7]([C:8]2[C:9]3[CH2:24][CH2:23][N:22]([C:25]4[N:30]=[CH:29][CH:28]=[CH:27][N:26]=4)[CH2:21][C:10]=3[N:11]=[C:12]([C:14]3[CH:20]=[CH:19][C:17]([NH2:18])=[CH:16][CH:15]=3)[N:13]=2)[CH2:6][CH2:5][O:4][CH2:3]1.[O:31]1CCN(C2C3CNC(C4N=CC=CN=4)CC=3N=C(C3C=CC(N)=CC=3)N=2)C[CH2:32]1.[NH2:60][C:61]1[N:65]([CH3:66])[N:64]=[CH:63][CH:62]=1.C1(CN)CC1, predict the reaction product. The product is: [CH3:66][N:65]1[C:61]([NH:60][C:32]([NH:18][C:17]2[CH:19]=[CH:20][C:14]([C:12]3[N:13]=[C:8]([N:7]4[CH2:6][CH2:5][O:4][CH2:3][C@@H:2]4[CH3:1])[C:9]4[CH2:24][CH2:23][N:22]([C:25]5[N:26]=[CH:27][CH:28]=[CH:29][N:30]=5)[CH2:21][C:10]=4[N:11]=3)=[CH:15][CH:16]=2)=[O:31])=[CH:62][CH:63]=[N:64]1. (2) Given the reactants [CH2:1]([C:11]12[CH2:17][CH:14]([CH2:15][CH2:16]1)[CH:13]=[CH:12]2)[CH2:2][CH2:3][CH2:4][CH2:5][CH2:6][CH2:7][CH2:8][CH2:9][CH3:10].C=CCCCC, predict the reaction product. The product is: [CH2:1]([C:11]12[CH2:17][CH:14]([CH2:15][CH2:16]1)[CH:13]=[CH:12]2)[CH2:2][CH2:3][CH2:4][CH2:5][CH2:6][CH2:7][CH2:8][CH2:9][CH3:10].[C:3]1([CH2:2][CH2:1][C:11]23[CH2:17][CH:14]([CH2:15][CH2:16]2)[CH:13]=[CH:12]3)[CH:4]=[CH:5][CH:6]=[CH:7][CH:8]=1. (3) The product is: [CH3:21][N:16]1[C:15]([N:14]2[C:5]3[C:4]4[CH:3]=[C:2]([C:30]5[C:25]([F:24])=[N:26][CH:27]=[CH:28][CH:29]=5)[CH:11]=[CH:10][C:9]=4[N:8]=[CH:7][C:6]=3[N:12]([CH3:23])[C:13]2=[O:22])=[CH:19][C:18]([CH3:20])=[N:17]1. Given the reactants Br[C:2]1[CH:11]=[CH:10][C:9]2[N:8]=[CH:7][C:6]3[N:12]([CH3:23])[C:13](=[O:22])[N:14]([C:15]4[N:16]([CH3:21])[N:17]=[C:18]([CH3:20])[CH:19]=4)[C:5]=3[C:4]=2[CH:3]=1.[F:24][C:25]1[C:30](B(O)O)=[CH:29][CH:28]=[CH:27][N:26]=1, predict the reaction product. (4) Given the reactants [N+:1]([C:4]1[CH:13]=[CH:12][CH:11]=[C:10]2[C:5]=1[CH:6]=[CH:7][C:8](Cl)=[N:9]2)([O-])=O.[NH2:15][C:16]1[C:24]2[O:23][C:22]([CH3:26])([CH3:25])[CH2:21][C:20]=2[CH:19]=[CH:18][CH:17]=1.[NH:27]1[C:35]2[CH:34]=[CH:33][CH:32]=[C:31]([CH:36]=O)[C:30]=2[CH:29]=[CH:28]1, predict the reaction product. The product is: [CH3:25][C:22]1([CH3:26])[CH2:21][C:20]2[CH:19]=[CH:18][CH:17]=[C:16]([NH:15][C:8]3[CH:7]=[CH:6][C:5]4[C:4]([NH:1][CH2:36][C:31]5[CH:32]=[CH:33][CH:34]=[C:35]6[C:30]=5[CH:29]=[CH:28][NH:27]6)=[CH:13][CH:12]=[CH:11][C:10]=4[N:9]=3)[C:24]=2[O:23]1.